This data is from Forward reaction prediction with 1.9M reactions from USPTO patents (1976-2016). The task is: Predict the product of the given reaction. (1) Given the reactants C(=O)([O-])[O-].[Cs+].[Cs+].[F:7][CH2:8][CH2:9]I.[C:11]([NH:15][C:16]1[CH:21]=[C:20]([C:22]2[C:23]([C:27]3[C:28]([F:48])=[C:29]([N:33]([CH2:45][O:46][CH3:47])[S:34]([C:37]4[CH:42]=[C:41]([F:43])[CH:40]=[CH:39][C:38]=4[F:44])(=[O:36])=[O:35])[CH:30]=[CH:31][CH:32]=3)=[N:24][NH:25][CH:26]=2)[CH:19]=[CH:18][N:17]=1)([CH3:14])([CH3:13])[CH3:12].O, predict the reaction product. The product is: [C:11]([NH:15][C:16]1[CH:21]=[C:20]([C:22]2[C:23]([C:27]3[C:28]([F:48])=[C:29]([N:33]([CH2:45][O:46][CH3:47])[S:34]([C:37]4[CH:42]=[C:41]([F:43])[CH:40]=[CH:39][C:38]=4[F:44])(=[O:36])=[O:35])[CH:30]=[CH:31][CH:32]=3)=[N:24][N:25]([CH2:9][CH2:8][F:7])[CH:26]=2)[CH:19]=[CH:18][N:17]=1)([CH3:14])([CH3:13])[CH3:12]. (2) Given the reactants [NH2:1][C:2]1[C:10]2[C:5](=[CH:6][CH:7]=[CH:8][C:9]=2[C:11]2[CH:12]=[C:13]3[C:17](=[CH:18][CH:19]=2)[N:16](C(OC(C)(C)C)=O)[CH2:15][CH2:14]3)[N:4]([CH3:27])[N:3]=1.Cl, predict the reaction product. The product is: [NH:16]1[C:17]2[C:13](=[CH:12][C:11]([C:9]3[CH:8]=[CH:7][CH:6]=[C:5]4[C:10]=3[C:2]([NH2:1])=[N:3][N:4]4[CH3:27])=[CH:19][CH:18]=2)[CH2:14][CH2:15]1. (3) Given the reactants [O:1]=[C:2]1[CH:7]([C:8]([O:10]CC)=O)[CH2:6][CH2:5][CH2:4][NH:3]1.[CH:13]([NH2:16])([CH3:15])[CH3:14], predict the reaction product. The product is: [CH:13]([NH:16][C:8]([CH:7]1[CH2:6][CH2:5][CH2:4][NH:3][C:2]1=[O:1])=[O:10])([CH3:15])[CH3:14]. (4) Given the reactants Cl[C:2]1[C:11]2[C:6](=[CH:7][C:8]([S:12]([N:15](CC3C=CC(OC)=CC=3OC)[C:16]3[S:17][CH:18]=[CH:19][N:20]=3)(=[O:14])=[O:13])=[CH:9][CH:10]=2)[C:5]([F:32])=[CH:4][N:3]=1.[CH3:33][O:34][C:35]1[CH:40]=[CH:39][CH:38]=[CH:37][C:36]=1B(O)O.P([O-])([O-])([O-])=O.[K+].[K+].[K+].O1CCOCC1, predict the reaction product. The product is: [F:32][C:5]1[C:6]2[C:11](=[CH:10][CH:9]=[C:8]([S:12]([NH:15][C:16]3[S:17][CH:18]=[CH:19][N:20]=3)(=[O:13])=[O:14])[CH:7]=2)[C:2]([C:36]2[CH:37]=[CH:38][CH:39]=[CH:40][C:35]=2[O:34][CH3:33])=[N:3][CH:4]=1. (5) Given the reactants [NH2:1][CH2:2][CH2:3][C:4]([C:9]1[CH:14]=[CH:13][C:12]([Cl:15])=[C:11]([Cl:16])[CH:10]=1)([OH:8])[CH2:5][O:6][CH3:7].C(N(CC)CC)C.[Cl:24][CH2:25][C:26](Cl)=[O:27], predict the reaction product. The product is: [Cl:24][CH2:25][C:26]([NH:1][CH2:2][CH2:3][C:4]([C:9]1[CH:14]=[CH:13][C:12]([Cl:15])=[C:11]([Cl:16])[CH:10]=1)([OH:8])[CH2:5][O:6][CH3:7])=[O:27]. (6) Given the reactants [CH:1]1([C:4]2[CH:8]=[C:7]([NH2:9])[N:6]([CH3:10])[N:5]=2)[CH2:3][CH2:2]1.Cl.Cl.[NH:13]1[C:17]2[CH:18]=[CH:19][CH:20]=[CH:21][C:16]=2[N:15]=[C:14]1[C@H:22]([NH2:32])[CH2:23][C:24]1[CH:29]=[CH:28][C:27]([O:30][CH3:31])=[CH:26][CH:25]=1.[C:33](O)(C(F)(F)F)=[O:34], predict the reaction product. The product is: [NH:13]1[C:17]2[CH:18]=[CH:19][CH:20]=[CH:21][C:16]=2[N:15]=[C:14]1[C@H:22]([NH:32][C:33]([NH:9][C:7]1[N:6]([CH3:10])[N:5]=[C:4]([CH:1]2[CH2:3][CH2:2]2)[CH:8]=1)=[O:34])[CH2:23][C:24]1[CH:29]=[CH:28][C:27]([O:30][CH3:31])=[CH:26][CH:25]=1.